From a dataset of Forward reaction prediction with 1.9M reactions from USPTO patents (1976-2016). Predict the product of the given reaction. (1) Given the reactants Cl[C:2]1[C:11]2[C:6](=[CH:7][C:8]([C:12]([O:14][CH3:15])=[O:13])=[CH:9][CH:10]=2)[N:5]=[CH:4][N:3]=1.[F:16][C:17]([F:27])([F:26])[O:18][C:19]1[CH:25]=[CH:24][C:22]([NH2:23])=[CH:21][CH:20]=1, predict the reaction product. The product is: [F:16][C:17]([F:26])([F:27])[O:18][C:19]1[CH:20]=[CH:21][C:22]([NH:23][C:2]2[C:11]3[C:6](=[CH:7][C:8]([C:12]([O:14][CH3:15])=[O:13])=[CH:9][CH:10]=3)[N:5]=[CH:4][N:3]=2)=[CH:24][CH:25]=1. (2) Given the reactants Cl.CN(C)CCCN=C=NCC.O.N1(O)[C:18]2[CH:19]=[CH:20][CH:21]=[CH:22][C:17]=2[N:16]=[N:15]1.C(N(CC)C(C)C)(C)C.C1(NN)C=CC=CC=1.Cl.[N:42]1[CH:47]=[CH:46][C:45]([CH2:48][C:49](O)=[O:50])=[CH:44][CH:43]=1.C(=O)(O)[O-].[Na+], predict the reaction product. The product is: [C:17]1([NH:16][NH:15][C:49](=[O:50])[CH2:48][C:45]2[CH:46]=[CH:47][N:42]=[CH:43][CH:44]=2)[CH:22]=[CH:21][CH:20]=[CH:19][CH:18]=1. (3) The product is: [NH2:18][C:9]1[CH:10]=[C:11]([N:12]2[CH2:16][CH2:15][CH2:14][C:13]2=[O:17])[C:2]([F:1])=[C:3]([CH:8]=1)[C:4]([O:6][CH3:7])=[O:5]. Given the reactants [F:1][C:2]1[C:11]([N:12]2[CH2:16][CH2:15][CH2:14][C:13]2=[O:17])=[CH:10][C:9]([N+:18]([O-])=O)=[CH:8][C:3]=1[C:4]([O:6][CH3:7])=[O:5], predict the reaction product. (4) Given the reactants F[C:2]1[C:3]([C:8]2[N:12]=[C:11]([C:13]3[CH:18]=[C:17]([C:19]#[N:20])[CH:16]=[C:15]([F:21])[CH:14]=3)[O:10][N:9]=2)=[N:4][CH:5]=[CH:6][CH:7]=1.[CH3:22][N:23]([CH3:38])[CH2:24][CH2:25][CH2:26][CH2:27][CH2:28][O:29]CCCCCN(C)C.[K], predict the reaction product. The product is: [CH3:22][N:23]([CH3:38])[CH2:24][CH2:25][CH2:26][CH2:27][CH2:28][O:29][C:2]1[C:3]([C:8]2[N:12]=[C:11]([C:13]3[CH:14]=[C:15]([F:21])[CH:16]=[C:17]([C:19]#[N:20])[CH:18]=3)[O:10][N:9]=2)=[N:4][CH:5]=[CH:6][CH:7]=1.